Task: Predict the reactants needed to synthesize the given product.. Dataset: Full USPTO retrosynthesis dataset with 1.9M reactions from patents (1976-2016) (1) Given the product [N:21]1[CH:22]=[CH:23][N:24]=[CH:25][C:20]=1[N:1]1[CH:5]=[C:4]([C:6]2[CH2:7][CH2:8][N:9]([C:12]([O:14][C:15]([CH3:18])([CH3:17])[CH3:16])=[O:13])[CH2:10][CH:11]=2)[N:3]=[N:2]1, predict the reactants needed to synthesize it. The reactants are: [NH:1]1[CH:5]=[C:4]([C:6]2[CH2:7][CH2:8][N:9]([C:12]([O:14][C:15]([CH3:18])([CH3:17])[CH3:16])=[O:13])[CH2:10][CH:11]=2)[N:3]=[N:2]1.Cl[C:20]1[CH:25]=[N:24][CH:23]=[CH:22][N:21]=1.[OH-].[K+].[H-].[Na+]. (2) Given the product [N:2]1[N:3]([C:7]2[CH:25]=[CH:24][CH:23]=[CH:22][C:8]=2[C:9]([N:11]2[C@H:16]([CH3:17])[CH2:15][CH2:14][C@@H:13]([C:18](=[O:21])[CH2:19][NH:20][C:34](=[O:40])[C:35]([O:37][CH2:38][CH3:39])=[O:36])[CH2:12]2)=[O:10])[N:4]=[CH:5][CH:6]=1, predict the reactants needed to synthesize it. The reactants are: Cl.[N:2]1[N:3]([C:7]2[CH:25]=[CH:24][CH:23]=[CH:22][C:8]=2[C:9]([N:11]2[C@H:16]([CH3:17])[CH2:15][CH2:14][C@@H:13]([C:18](=[O:21])[CH2:19][NH2:20])[CH2:12]2)=[O:10])[N:4]=[CH:5][CH:6]=1.C(N(CC)CC)C.Cl[C:34](=[O:40])[C:35]([O:37][CH2:38][CH3:39])=[O:36].O. (3) Given the product [CH2:1]([O:8][CH2:9][O:10][C@H:11]1[CH2:15][N:14]([C:16]([O:18][C:19]([CH3:20])([CH3:21])[CH3:22])=[O:17])[C@@H:13]([CH2:23][O:24][C:26]2[C:27]([C:32]([O:34][CH2:35][CH3:36])=[O:33])=[N:28][CH:29]=[CH:30][CH:31]=2)[CH2:12]1)[C:2]1[CH:7]=[CH:6][CH:5]=[CH:4][CH:3]=1, predict the reactants needed to synthesize it. The reactants are: [CH2:1]([O:8][CH2:9][O:10][C@H:11]1[CH2:15][N:14]([C:16]([O:18][C:19]([CH3:22])([CH3:21])[CH3:20])=[O:17])[C@@H:13]([CH2:23][OH:24])[CH2:12]1)[C:2]1[CH:7]=[CH:6][CH:5]=[CH:4][CH:3]=1.O[C:26]1[C:27]([C:32]([O:34][CH2:35][CH3:36])=[O:33])=[N:28][CH:29]=[CH:30][CH:31]=1.ClC1C=C(O)C=NC=1. (4) Given the product [NH:1]1[CH:5]=[CH:4][C:3]([C:6]([O:8][CH3:14])=[O:7])=[N:2]1, predict the reactants needed to synthesize it. The reactants are: [NH:1]1[CH:5]=[CH:4][C:3]([C:6]([OH:8])=[O:7])=[N:2]1.OS(O)(=O)=O.[CH3:14]O.